This data is from Forward reaction prediction with 1.9M reactions from USPTO patents (1976-2016). The task is: Predict the product of the given reaction. (1) The product is: [CH2:1]([N:3]1[CH2:16][CH2:15][C:6]2[N:7]([CH2:18][C:19]3[CH:24]=[N:23][C:22]([CH3:25])=[CH:21][CH:20]=3)[C:8]3[CH:9]=[CH:10][C:11]([CH3:14])=[CH:12][C:13]=3[C:5]=2[CH2:4]1)[CH3:2]. Given the reactants [CH2:1]([N:3]1[CH2:16][CH2:15][C:6]2[NH:7][C:8]3[CH:9]=[CH:10][C:11]([CH3:14])=[CH:12][C:13]=3[C:5]=2[CH2:4]1)[CH3:2].Cl[CH2:18][C:19]1[CH:20]=[CH:21][C:22]([CH3:25])=[N:23][CH:24]=1.[H-].[Na+], predict the reaction product. (2) Given the reactants [C:1]([O:5][C:6](=[O:13])[NH:7][C:8]([CH3:12])([CH3:11])[CH2:9][NH2:10])([CH3:4])([CH3:3])[CH3:2].[C:14]([N:22]=[C:23]=[S:24])(=[O:21])[C:15]1[CH:20]=[CH:19][CH:18]=[CH:17][CH:16]=1, predict the reaction product. The product is: [C:1]([O:5][C:6](=[O:13])[NH:7][C:8]([CH3:12])([CH3:11])[CH2:9][NH:10][C:23]([NH:22][C:14](=[O:21])[C:15]1[CH:16]=[CH:17][CH:18]=[CH:19][CH:20]=1)=[S:24])([CH3:4])([CH3:2])[CH3:3]. (3) Given the reactants [NH:1]1[CH2:6][CH2:5][CH2:4][CH2:3][CH2:2]1.[F:7][C:8]1[CH:15]=[CH:14][C:11]([CH:12]=O)=[CH:10][CH:9]=1.[C:16]([C:20]1[CH:25]=[C:24]([C:26]([CH3:29])([CH3:28])[CH3:27])[CH:23]=[CH:22][C:21]=1[OH:30])([CH3:19])([CH3:18])[CH3:17], predict the reaction product. The product is: [C:16]([C:20]1[CH:25]=[C:24]([C:26]([CH3:29])([CH3:28])[CH3:27])[CH:23]=[C:22]([CH:12]([C:11]2[CH:14]=[CH:15][C:8]([F:7])=[CH:9][CH:10]=2)[N:1]2[CH2:6][CH2:5][CH2:4][CH2:3][CH2:2]2)[C:21]=1[OH:30])([CH3:19])([CH3:18])[CH3:17]. (4) Given the reactants [Cl:1][C:2]1[CH:7]=[CH:6][C:5]([C:8](=O)[CH2:9][C:10]([O:12]CC)=O)=[CH:4][CH:3]=1.[NH2:16][C:17]1[NH:21][N:20]=[CH:19][C:18]=1[C:22]([O:24][CH2:25][CH3:26])=[O:23].CCOC(C)=O, predict the reaction product. The product is: [Cl:1][C:2]1[CH:3]=[CH:4][C:5]([C:8]2[CH:9]=[C:10]([OH:12])[N:21]3[N:20]=[CH:19][C:18]([C:22]([O:24][CH2:25][CH3:26])=[O:23])=[C:17]3[N:16]=2)=[CH:6][CH:7]=1. (5) Given the reactants Br[C:2]1[CH:3]=[C:4]2[C:9](=[CH:10][CH:11]=1)[N:8]=[CH:7][N:6]=[C:5]2[C:12]1[CH:17]=[CH:16][N:15]=[CH:14][CH:13]=1.CC1(C)C(C)(C)OB([C:26]2[CH:27]=[C:28]3[CH:34]=[CH:33][NH:32][C:29]3=[N:30][CH:31]=2)O1.C(Cl)Cl.C(=O)([O-])[O-].[Na+].[Na+], predict the reaction product. The product is: [N:15]1[CH:16]=[CH:17][C:12]([C:5]2[C:4]3[C:9](=[CH:10][CH:11]=[C:2]([C:26]4[CH:27]=[C:28]5[CH:34]=[CH:33][NH:32][C:29]5=[N:30][CH:31]=4)[CH:3]=3)[N:8]=[CH:7][N:6]=2)=[CH:13][CH:14]=1. (6) Given the reactants [CH3:1][O:2][C:3]1[CH:4]=[C:5]2[C:10](=[CH:11][CH:12]=1)[C:9](=[O:13])O[CH:7]=[CH:6]2.[CH3:14][N:15]1[CH2:21][CH2:20][CH2:19][N:18]([C:22]2[CH:27]=[CH:26][C:25]([NH2:28])=[CH:24][CH:23]=2)[CH2:17][CH2:16]1, predict the reaction product. The product is: [CH3:1][O:2][C:3]1[CH:4]=[C:5]2[C:10](=[CH:11][CH:12]=1)[C:9](=[O:13])[N:28]([C:25]1[CH:24]=[CH:23][C:22]([N:18]3[CH2:19][CH2:20][CH2:21][N:15]([CH3:14])[CH2:16][CH2:17]3)=[CH:27][CH:26]=1)[CH2:7][CH2:6]2. (7) Given the reactants [CH2:1]([OH:5])[CH2:2][CH2:3][OH:4].[H-].[Na+].Cl[C:9]1[CH:14]=[CH:13][C:12]([C:15]([F:18])([F:17])[F:16])=[CH:11][N:10]=1.Cl, predict the reaction product. The product is: [OH:4][CH2:3][CH2:2][CH2:1][O:5][C:9]1[CH:14]=[CH:13][C:12]([C:15]([F:18])([F:17])[F:16])=[CH:11][N:10]=1. (8) Given the reactants [CH2:1]([C:4]1[CH:5]=[C:6]([CH:9]=[CH:10][C:11]=1[OH:12])[C:7]#[N:8])[CH:2]=[CH2:3].C(=O)([O-])[O-].[K+].[K+].[CH2:19](Br)[C:20]1[CH:25]=[CH:24][CH:23]=[CH:22][CH:21]=1, predict the reaction product. The product is: [CH2:1]([C:4]1[CH:5]=[C:6]([CH:9]=[CH:10][C:11]=1[O:12][CH2:19][C:20]1[CH:25]=[CH:24][CH:23]=[CH:22][CH:21]=1)[C:7]#[N:8])[CH:2]=[CH2:3]. (9) Given the reactants [CH3:1][O:2][C:3]1[CH:4]=[C:5]([CH:8]=[C:9]([O:11][CH3:12])[CH:10]=1)[CH:6]=O.[OH:13][C:14]1[CH:19]=[CH:18][C:17]([CH2:20][C:21]([OH:23])=[O:22])=[CH:16][CH:15]=1.C(OC(=O)C)(=O)C, predict the reaction product. The product is: [CH3:1][O:2][C:3]1[CH:4]=[C:5](/[CH:6]=[C:20](\[C:17]2[CH:18]=[CH:19][C:14]([OH:13])=[CH:15][CH:16]=2)/[C:21]([OH:23])=[O:22])[CH:8]=[C:9]([O:11][CH3:12])[CH:10]=1. (10) The product is: [F:24][C:7]1[CH:6]=[CH:5][C:4]2[N:3]=[C:2]([NH:25][C:26]3[CH:27]=[CH:28][C:29]([N:32]4[CH2:33][CH2:34][N:35]([C:38](=[O:40])[CH3:39])[CH2:36][CH2:37]4)=[CH:30][CH:31]=3)[C:11]3[NH:12][N:13]=[CH:14][C:10]=3[C:9]=2[CH:8]=1. Given the reactants Cl[C:2]1[C:11]2=[N:12][N:13](CC3C=CC(OC)=CC=3)[CH:14]=[C:10]2[C:9]2[CH:8]=[C:7]([F:24])[CH:6]=[CH:5][C:4]=2[N:3]=1.[NH2:25][C:26]1[CH:31]=[CH:30][C:29]([N:32]2[CH2:37][CH2:36][N:35]([C:38](=[O:40])[CH3:39])[CH2:34][CH2:33]2)=[CH:28][CH:27]=1.Cl, predict the reaction product.